Dataset: Forward reaction prediction with 1.9M reactions from USPTO patents (1976-2016). Task: Predict the product of the given reaction. (1) Given the reactants O[C:5]1[C:6]2[N:7]=N[NH:7][C:6]=2[CH:5]=[CH:4][CH:4]=1.C(N1CCOCC1)C.C(N)C#C.Cl.CN(C)CCCN=C=NCC.[NH:35]1[C:43]2[C:38](=[CH:39][CH:40]=[C:41]([CH2:44][C:45]([OH:47])=O)[CH:42]=2)[CH:37]=[CH:36]1, predict the reaction product. The product is: [NH:35]1[C:43]2[C:38](=[CH:39][CH:40]=[C:41]([CH2:44][C:45]([NH:7][CH2:6][C:5]#[CH:4])=[O:47])[CH:42]=2)[CH:37]=[CH:36]1. (2) Given the reactants [N+:1]([C:4]1[CH:5]=[C:6]2[C:10](=[CH:11][CH:12]=1)[NH:9][N:8]=[C:7]2[C:13]1[CH:18]=[CH:17][CH:16]=[CH:15][CH:14]=1)([O-])=O, predict the reaction product. The product is: [NH2:1][C:4]1[CH:5]=[C:6]2[C:10](=[CH:11][CH:12]=1)[NH:9][N:8]=[C:7]2[C:13]1[CH:18]=[CH:17][CH:16]=[CH:15][CH:14]=1. (3) Given the reactants [CH3:1][O:2][C:3](=[O:40])[C@@H:4]([NH:31][C:32]([O:34][CH:35]1[CH2:39][CH2:38][CH2:37][CH2:36]1)=[O:33])[CH2:5][CH2:6][CH2:7][CH2:8][CH2:9][CH2:10][CH2:11][NH:12][C:13]1[CH:18]=[CH:17][CH:16]=[CH:15][C:14]=1[S:19](=[O:30])(=[O:29])[NH:20][C:21]([C@@:23]1([NH2:28])[CH2:25][C@H:24]1[CH:26]=[CH2:27])=[O:22].[C:41]([O:45][C:46]([N:48]1[CH2:52][CH2:51][CH2:50][C@H:49]1[C:53](O)=[O:54])=[O:47])([CH3:44])([CH3:43])[CH3:42].CN(C(ON1N=NC2C=CC=NC1=2)=[N+](C)C)C.F[P-](F)(F)(F)(F)F.CCN(C(C)C)C(C)C, predict the reaction product. The product is: [C:41]([O:45][C:46]([N:48]1[CH2:52][CH2:51][CH2:50][C@H:49]1[C:53](=[O:54])[NH:28][C@:23]1([C:21]([NH:20][S:19]([C:14]2[CH:15]=[CH:16][CH:17]=[CH:18][C:13]=2[NH:12][CH2:11][CH2:10][CH2:9][CH2:8][CH2:7][CH2:6][CH2:5][C@H:4]([NH:31][C:32]([O:34][CH:35]2[CH2:39][CH2:38][CH2:37][CH2:36]2)=[O:33])[C:3]([O:2][CH3:1])=[O:40])(=[O:29])=[O:30])=[O:22])[CH2:25][C@H:24]1[CH:26]=[CH2:27])=[O:47])([CH3:44])([CH3:43])[CH3:42].